This data is from Full USPTO retrosynthesis dataset with 1.9M reactions from patents (1976-2016). The task is: Predict the reactants needed to synthesize the given product. (1) Given the product [Br:16][C:17]1[CH:18]=[CH:19][C:20]([C:23]2[C:24](=[O:26])[O:25][CH2:2][C:3]=2[C:5]2[CH:10]=[CH:9][C:8]([S:11]([NH2:14])(=[O:13])=[O:12])=[C:7]([F:15])[CH:6]=2)=[CH:21][CH:22]=1, predict the reactants needed to synthesize it. The reactants are: Br[CH2:2][C:3]([C:5]1[CH:10]=[CH:9][C:8]([S:11]([NH2:14])(=[O:13])=[O:12])=[C:7]([F:15])[CH:6]=1)=O.[Br:16][C:17]1[CH:22]=[CH:21][C:20]([CH2:23][C:24]([OH:26])=[O:25])=[CH:19][CH:18]=1. (2) The reactants are: F[C:2]1[CH:7]=[CH:6][C:5]([C:8]2[O:12][N:11]=[C:10]([C:13]3[CH:18]=[CH:17][C:16]([N:19]4[CH2:24][CH2:23][CH:22]([F:25])[CH2:21][CH2:20]4)=[C:15]([C:26]([F:29])([F:28])[F:27])[CH:14]=3)[N:9]=2)=[CH:4][CH:3]=1.[NH2:30][C@H:31]1[CH2:35][CH2:34][C@H:33]([C:36]([OH:38])=[O:37])[CH2:32]1.C(=O)([O-])[O-].[K+].[K+].CN(C=O)C. Given the product [F:25][CH:22]1[CH2:21][CH2:20][N:19]([C:16]2[CH:17]=[CH:18][C:13]([C:10]3[N:9]=[C:8]([C:5]4[CH:4]=[CH:3][C:2]([NH:30][C@H:31]5[CH2:35][CH2:34][C@H:33]([C:36]([OH:38])=[O:37])[CH2:32]5)=[CH:7][CH:6]=4)[O:12][N:11]=3)=[CH:14][C:15]=2[C:26]([F:27])([F:29])[F:28])[CH2:24][CH2:23]1, predict the reactants needed to synthesize it. (3) Given the product [F:1][C:2]1[CH:3]=[CH:4][C:5]2[N:6]([C:8]([N:11]3[CH2:15][CH2:14][C@H:13]([CH2:16][O:17][Si:28]([CH:32]([CH3:34])[CH3:33])([CH:29]([CH3:31])[CH3:30])[CH:25]([CH3:27])[CH3:26])[CH2:12]3)=[N:9][N:10]=2)[CH:7]=1, predict the reactants needed to synthesize it. The reactants are: [F:1][C:2]1[CH:3]=[CH:4][C:5]2[N:6]([C:8]([N:11]3[CH2:15][CH2:14][C@H:13]([CH2:16][OH:17])[CH2:12]3)=[N:9][N:10]=2)[CH:7]=1.CCN(CC)CC.[CH:25]([Si:28](OS(C(F)(F)F)(=O)=O)([CH:32]([CH3:34])[CH3:33])[CH:29]([CH3:31])[CH3:30])([CH3:27])[CH3:26]. (4) Given the product [Cl:1][C:2]1[CH:3]=[CH:4][C:5]([C:8]2([C:11]([NH:14][CH2:15][CH2:16][CH2:17][N:18]3[CH2:23][CH2:22][CH:21]([C:24]4[CH:25]=[CH:26][C:27]([F:36])=[C:28]([NH:30][C:31](=[O:35])[CH:32]([CH3:33])[CH3:34])[CH:29]=4)[CH2:20][CH2:19]3)=[O:13])[CH2:9][CH2:10]2)=[CH:6][CH:7]=1, predict the reactants needed to synthesize it. The reactants are: [Cl:1][C:2]1[CH:7]=[CH:6][C:5]([C:8]2([C:11]([OH:13])=O)[CH2:10][CH2:9]2)=[CH:4][CH:3]=1.[NH2:14][CH2:15][CH2:16][CH2:17][N:18]1[CH2:23][CH2:22][CH:21]([C:24]2[CH:25]=[CH:26][C:27]([F:36])=[C:28]([NH:30][C:31](=[O:35])[CH:32]([CH3:34])[CH3:33])[CH:29]=2)[CH2:20][CH2:19]1.